Dataset: Full USPTO retrosynthesis dataset with 1.9M reactions from patents (1976-2016). Task: Predict the reactants needed to synthesize the given product. Given the product [C:19]([NH:18][CH:14]1[CH2:13][CH2:12][C:11]2[CH:10]=[C:9]([S:2]([Cl:1])(=[O:5])=[O:3])[C:8]([O:7][CH3:6])=[CH:17][C:16]=2[CH2:15]1)(=[O:21])[CH3:20], predict the reactants needed to synthesize it. The reactants are: [Cl:1][S:2]([OH:5])(=O)=[O:3].[CH3:6][O:7][C:8]1[CH:17]=[C:16]2[C:11]([CH2:12][CH2:13][CH:14]([NH:18][C:19](=[O:21])[CH3:20])[CH2:15]2)=[CH:10][CH:9]=1.